From a dataset of Reaction yield outcomes from USPTO patents with 853,638 reactions. Predict the reaction yield, written as a fraction of the theoretical maximum amount of product (1.0 means a 100% yield; for example, 0.34 means a 34% yield). (1) The reactants are [CH3:1][O:2][C:3]1[CH:4]=[C:5]([NH:9][CH:10]([C:14]2[CH:19]=[CH:18][CH:17]=[CH:16][CH:15]=2)[C:11]([OH:13])=[O:12])[CH:6]=[CH:7][CH:8]=1.C1C=CC2N(O)N=NC=2C=1.C1CCC(N=C=NC2CCCCC2)CC1.[N:45]12[CH2:52][CH2:51][CH:48]([CH2:49][CH2:50]1)[C@@H:47](O)[CH2:46]2. The catalyst is C1COCC1. The product is [N:45]12[CH2:52][CH2:51][CH:48]([CH2:49][CH2:50]1)[C@@H:47]([O:12][C:11](=[O:13])[CH:10]([NH:9][C:5]1[CH:6]=[CH:7][CH:8]=[C:3]([O:2][CH3:1])[CH:4]=1)[C:14]1[CH:19]=[CH:18][CH:17]=[CH:16][CH:15]=1)[CH2:46]2. The yield is 0.520. (2) The reactants are [CH3:1][C:2]1[CH:10]=[CH:9][C:5]([C:6]([OH:8])=[O:7])=[CH:4][CH:3]=1.C(OOC(=O)C1C=CC=CC=1)(=O)C1C=CC=CC=1.[Br:29]N1C(=O)CCC1=O. The catalyst is C1C=CC=CC=1. The product is [Br:29][CH2:1][C:2]1[CH:10]=[CH:9][C:5]([C:6]([OH:8])=[O:7])=[CH:4][CH:3]=1. The yield is 0.779. (3) The reactants are [Li+].CC([N-]C(C)C)C.[CH2:9]([N:16]1[CH2:20][CH2:19][CH2:18][C:17]1=[O:21])[C:10]1[CH:15]=[CH:14][CH:13]=[CH:12][CH:11]=1.C([O:24][C:25]([C:27]1[O:28][C:29]([S:32]([CH3:35])(=[O:34])=[O:33])=[CH:30][CH:31]=1)=O)C. The catalyst is C1COCC1.CCOC(C)=O. The product is [CH2:9]([N:16]1[CH2:20][CH2:19][C:18](=[C:25]([OH:24])[C:27]2[O:28][C:29]([S:32]([CH3:35])(=[O:34])=[O:33])=[CH:30][CH:31]=2)[C:17]1=[O:21])[C:10]1[CH:15]=[CH:14][CH:13]=[CH:12][CH:11]=1. The yield is 0.870. (4) The reactants are [CH3:1][O:2][C:3]1[CH:4]=[C:5]([C:9]2[C:17]3[O:16][CH:15]([CH2:18][NH2:19])[CH2:14][C:13]=3[CH:12]=[CH:11][CH:10]=2)[CH:6]=[CH:7][CH:8]=1.C(N(C(C)C)CC)(C)C.Cl[C:30]([O:32][CH2:33][C:34]1[CH:39]=[CH:38][CH:37]=[CH:36][CH:35]=1)=[O:31]. No catalyst specified. The product is [CH2:33]([O:32][C:30](=[O:31])[NH:19][CH2:18][CH:15]1[CH2:14][C:13]2[CH:12]=[CH:11][CH:10]=[C:9]([C:5]3[CH:6]=[CH:7][CH:8]=[C:3]([O:2][CH3:1])[CH:4]=3)[C:17]=2[O:16]1)[C:34]1[CH:39]=[CH:38][CH:37]=[CH:36][CH:35]=1. The yield is 0.930.